From a dataset of Full USPTO retrosynthesis dataset with 1.9M reactions from patents (1976-2016). Predict the reactants needed to synthesize the given product. (1) Given the product [F:1][C:2]1[CH:11]=[CH:10][C:9]([O:12][CH2:13][CH2:14][CH3:15])=[C:8]2[C:3]=1[C:4](=[O:24])[C:5]([C:16]1[CH:17]=[CH:18][C:19]([OH:22])=[CH:20][CH:21]=1)=[CH:6][NH:7]2, predict the reactants needed to synthesize it. The reactants are: [F:1][C:2]1[CH:11]=[CH:10][C:9]([O:12][CH2:13][CH2:14][CH3:15])=[C:8]2[C:3]=1[C:4](=[O:24])[C:5]([C:16]1[CH:21]=[CH:20][C:19]([O:22]C)=[CH:18][CH:17]=1)=[CH:6][NH:7]2.B(Br)(Br)Br. (2) Given the product [F:1][C:2]1[CH:3]=[C:4]2[C:9](=[CH:10][CH:11]=1)[CH:8]=[N:7][C:6]([NH:12][C:13](=[O:43])[O:14][CH2:15][C@@H:16]([N:29]([CH3:42])[C:30]([NH:32][CH2:33][C:34]1[CH:39]=[CH:38][CH:37]=[C:36]([F:40])[C:35]=1[Cl:41])=[O:31])[CH2:17][NH:18][C:51](=[O:52])[CH2:50][NH:49][C:54]([O:56][C:57]([CH3:59])([CH3:58])[CH3:60])=[O:55])=[CH:5]2, predict the reactants needed to synthesize it. The reactants are: [F:1][C:2]1[CH:3]=[C:4]2[C:9](=[CH:10][CH:11]=1)[CH:8]=[N:7][C:6]([NH:12][C:13](=[O:43])[O:14][CH2:15][C@@H:16]([N:29]([CH3:42])[C:30]([NH:32][CH2:33][C:34]1[CH:39]=[CH:38][CH:37]=[C:36]([F:40])[C:35]=1[Cl:41])=[O:31])[CH2:17][NH:18]C(OCC1C=CC=CC=1)=O)=[CH:5]2.[Si](I)(C)(C)C.[NH:49]([C:54]([O:56][C:57]([CH3:60])([CH3:59])[CH3:58])=[O:55])[CH2:50][C:51](O)=[O:52].CN(C(ON1N=NC2C=CC=CC1=2)=[N+](C)C)C.F[P-](F)(F)(F)(F)F. (3) Given the product [CH2:20]([N:27]1[CH2:31][CH2:32][N:1]([C:2]2[CH:14]=[C:13]3[C:5]([C:6]4[CH:7]=[C:8]([Br:18])[CH:9]=[C:10]([C:15]([NH2:17])=[O:16])[C:11]=4[NH:12]3)=[CH:4][CH:3]=2)[CH2:29][CH2:28]1)[C:21]1[CH:26]=[CH:25][CH:24]=[CH:23][CH:22]=1, predict the reactants needed to synthesize it. The reactants are: [NH2:1][C:2]1[CH:14]=[C:13]2[C:5]([C:6]3[CH:7]=[C:8]([Br:18])[CH:9]=[C:10]([C:15]([NH2:17])=[O:16])[C:11]=3[NH:12]2)=[CH:4][CH:3]=1.Cl.[CH2:20]([N:27]([CH2:31][CH2:32]Cl)[CH2:28][CH2:29]Cl)[C:21]1[CH:26]=[CH:25][CH:24]=[CH:23][CH:22]=1.C(=O)([O-])[O-].[Na+].[Na+].